From a dataset of Full USPTO retrosynthesis dataset with 1.9M reactions from patents (1976-2016). Predict the reactants needed to synthesize the given product. (1) The reactants are: [C:1]([CH:5]1[CH2:10][CH2:9][CH:8]([NH:11][C:12]2[C:13]3[CH2:21][CH2:20][NH:19][CH2:18][C:14]=3[N:15]=[CH:16][N:17]=2)[CH2:7][CH2:6]1)([CH3:4])([CH3:3])[CH3:2].Cl[C:23]1[C:28]([C:29]([F:32])([F:31])[F:30])=[CH:27][CH:26]=[CH:25][N:24]=1.C([O-])([O-])=O.[K+].[K+]. Given the product [C:1]([CH:5]1[CH2:10][CH2:9][CH:8]([NH:11][C:12]2[C:13]3[CH2:21][CH2:20][N:19]([C:23]4[C:28]([C:29]([F:32])([F:31])[F:30])=[CH:27][CH:26]=[CH:25][N:24]=4)[CH2:18][C:14]=3[N:15]=[CH:16][N:17]=2)[CH2:7][CH2:6]1)([CH3:4])([CH3:2])[CH3:3], predict the reactants needed to synthesize it. (2) Given the product [CH2:1]([N:8]1[CH2:13][CH:12]([CH3:16])[C:11](=[O:14])[CH:10]([CH3:15])[CH2:9]1)[C:2]1[CH:3]=[CH:4][CH:5]=[CH:6][CH:7]=1, predict the reactants needed to synthesize it. The reactants are: [CH2:1]([N:8]1[CH2:13][CH2:12][C:11](=[O:14])[CH:10]([CH3:15])[CH2:9]1)[C:2]1[CH:7]=[CH:6][CH:5]=[CH:4][CH:3]=1.[CH3:16][Si](C)(C)[N-][Si](C)(C)C.[Li+].IC. (3) Given the product [O:4]=[C:5]1[CH2:6][CH2:7][N:8]([C:11]2[CH:21]=[CH:20][C:14]([C:15]([O:17][CH2:18][CH3:19])=[O:16])=[CH:13][CH:12]=2)[CH2:9][CH2:10]1, predict the reactants needed to synthesize it. The reactants are: O1[C:5]2([CH2:10][CH2:9][N:8]([C:11]3[CH:21]=[CH:20][C:14]([C:15]([O:17][CH2:18][CH3:19])=[O:16])=[CH:13][CH:12]=3)[CH2:7][CH2:6]2)[O:4]CC1.C(O)(=O)C. (4) Given the product [SH:24][C:13]1[N:9]2[CH:10]=[C:5]([C:2]([OH:1])([CH3:3])[CH3:4])[CH:6]=[CH:7][C:8]2=[N:11][N:12]=1, predict the reactants needed to synthesize it. The reactants are: [OH:1][C:2]([C:5]1[CH:6]=[CH:7][C:8]([NH:11][NH:12][C:13](=[S:24])NC2C=CC([N+]([O-])=O)=CC=2)=[N:9][CH:10]=1)([CH3:4])[CH3:3].